From a dataset of Full USPTO retrosynthesis dataset with 1.9M reactions from patents (1976-2016). Predict the reactants needed to synthesize the given product. (1) Given the product [CH2:20]([O:22][C:23]([C:25]1[C:29]([C:30]([F:32])([F:33])[F:31])=[N:28][N:27]([CH:1]2[CH2:3][CH2:2]2)[CH:26]=1)=[O:24])[CH3:21], predict the reactants needed to synthesize it. The reactants are: [CH:1]1(B(O)O)[CH2:3][CH2:2]1.N1C=CC=CC=1.C(N(CC)CC)C.[CH2:20]([O:22][C:23]([C:25]1[CH:26]=[N:27][NH:28][C:29]=1[C:30]([F:33])([F:32])[F:31])=[O:24])[CH3:21]. (2) Given the product [CH3:1][N:2]1[C:10]2[C:5](=[CH:6][CH:7]=[CH:8][CH:9]=2)[CH:4]=[C:3]1[C:11]([Cl:17])=[O:13], predict the reactants needed to synthesize it. The reactants are: [CH3:1][N:2]1[C:10]2[C:5](=[CH:6][CH:7]=[CH:8][CH:9]=2)[CH:4]=[C:3]1[C:11]([OH:13])=O.C(Cl)(=O)C([Cl:17])=O. (3) Given the product [CH:37]1([C:14]2[CH:15]=[CH:16][C:17]([OH:34])=[C:18]3[C:13]=2[CH2:12][C@@H:11]2[C:20]([C:19]3=[O:33])=[C:21]([OH:22])[C@@:23]3([OH:32])[C@H:9]([C@H:8]([N:6]([CH3:7])[CH3:5])[C:26]([OH:27])=[C:25]([C:28]([NH2:30])=[O:29])[C:24]3=[O:31])[CH2:10]2)[CH2:36][CH2:40]1, predict the reactants needed to synthesize it. The reactants are: [Cl-].[Cl-].[Cl-].[In+3].[CH3:5][N:6]([C@@H:8]1[C:26](=[O:27])[C:25]([C:28]([NH2:30])=[O:29])=[C:24]([OH:31])[C@:23]2([OH:32])[C@H:9]1[CH2:10][C@H:11]1[C:20]([C:21]2=[O:22])=[C:19]([OH:33])[C:18]2[C:13](=[C:14](I)[CH:15]=[CH:16][C:17]=2[OH:34])[CH2:12]1)[CH3:7].[CH2:36]1[CH2:40]OC[CH2:37]1. (4) Given the product [Cl:1][C:2]1[CH:7]=[CH:6][C:5]([C:8]([F:11])([F:10])[F:9])=[CH:4][C:3]=1[CH2:12][S:13]([Cl:19])(=[O:16])=[O:14], predict the reactants needed to synthesize it. The reactants are: [Cl:1][C:2]1[CH:7]=[CH:6][C:5]([C:8]([F:11])([F:10])[F:9])=[CH:4][C:3]=1[CH2:12][S:13]([OH:16])(=O)=[O:14].[Na].P(Cl)(Cl)(Cl)(Cl)[Cl:19]. (5) Given the product [C:1]([O:5][C:6](=[O:50])[N:7]([CH2:17][C@@H:18]([OH:49])[C@@H:19]([NH:29][C:30](=[O:48])[C:31]1[CH:32]=[C:33]([CH:45]([OH:47])[CH3:46])[CH:34]=[C:35]([N:37]2[CH2:42][CH2:41][CH2:40][CH2:39][S:38]2(=[O:43])=[O:44])[CH:36]=1)[CH2:20][C:21]1[CH:22]=[C:23]([F:28])[CH:24]=[C:25]([F:27])[CH:26]=1)[CH2:8][C:9]1[CH:14]=[CH:13][CH:12]=[C:11]([O:15][CH3:16])[CH:10]=1)([CH3:2])([CH3:3])[CH3:4], predict the reactants needed to synthesize it. The reactants are: [C:1]([O:5][C:6](=[O:50])[N:7]([CH2:17][C@@H:18]([OH:49])[C@@H:19]([NH:29][C:30](=[O:48])[C:31]1[CH:36]=[C:35]([N:37]2[CH2:42][CH2:41][CH2:40][CH2:39][S:38]2(=[O:44])=[O:43])[CH:34]=[C:33]([C:45](=[O:47])[CH3:46])[CH:32]=1)[CH2:20][C:21]1[CH:26]=[C:25]([F:27])[CH:24]=[C:23]([F:28])[CH:22]=1)[CH2:8][C:9]1[CH:14]=[CH:13][CH:12]=[C:11]([O:15][CH3:16])[CH:10]=1)([CH3:4])([CH3:3])[CH3:2].[BH4-].[Na+]. (6) Given the product [OH:8][C:6](=[C:22]1[C:23](=[O:25])[CH2:24][C:19]([CH3:27])([CH3:18])[CH2:20][C:21]1=[O:26])[CH2:5][CH2:4][CH2:3][CH2:2][C:1]([O:10][CH2:11][C:12]1[CH:17]=[CH:16][CH:15]=[CH:14][CH:13]=1)=[O:9], predict the reactants needed to synthesize it. The reactants are: [C:1]([O:10][CH2:11][C:12]1[CH:17]=[CH:16][CH:15]=[CH:14][CH:13]=1)(=[O:9])[CH2:2][CH2:3][CH2:4][CH2:5][C:6]([O-:8])=O.[CH3:18][C:19]1([CH3:27])[CH2:24][C:23](=[O:25])[CH2:22][C:21](=[O:26])[CH2:20]1.C1(N=C=NC2CCCCC2)CCCCC1.CCOC(C)=O.CCCCCC.